Regression. Given two drug SMILES strings and cell line genomic features, predict the synergy score measuring deviation from expected non-interaction effect. From a dataset of Merck oncology drug combination screen with 23,052 pairs across 39 cell lines. (1) Drug 1: Cn1nnc2c(C(N)=O)ncn2c1=O. Drug 2: CS(=O)(=O)CCNCc1ccc(-c2ccc3ncnc(Nc4ccc(OCc5cccc(F)c5)c(Cl)c4)c3c2)o1. Cell line: HT29. Synergy scores: synergy=12.9. (2) Drug 1: C#Cc1cccc(Nc2ncnc3cc(OCCOC)c(OCCOC)cc23)c1. Drug 2: COC1=C2CC(C)CC(OC)C(O)C(C)C=C(C)C(OC(N)=O)C(OC)C=CC=C(C)C(=O)NC(=CC1=O)C2=O. Cell line: A2780. Synergy scores: synergy=-0.606.